Dataset: Full USPTO retrosynthesis dataset with 1.9M reactions from patents (1976-2016). Task: Predict the reactants needed to synthesize the given product. (1) Given the product [CH2:23]([O:22][C:19]1[CH:20]=[CH:21][C:16]([C:8]2[C:9]([N+:13]([O-:15])=[O:14])=[CH:10][CH:11]=[CH:12][C:7]=2[C:35]2[CH:36]=[CH:37][N:32]=[CH:33][CH:34]=2)=[CH:17][CH:18]=1)[C:24]1[CH:29]=[CH:28][CH:27]=[CH:26][CH:25]=1, predict the reactants needed to synthesize it. The reactants are: FC(F)(F)S(O[C:7]1[CH:12]=[CH:11][CH:10]=[C:9]([N+:13]([O-:15])=[O:14])[C:8]=1[C:16]1[CH:21]=[CH:20][C:19]([O:22][CH2:23][C:24]2[CH:29]=[CH:28][CH:27]=[CH:26][CH:25]=2)=[CH:18][CH:17]=1)(=O)=O.[N:32]1[CH:37]=[CH:36][C:35](B(O)O)=[CH:34][CH:33]=1.C([O-])([O-])=O.[Na+].[Na+]. (2) Given the product [Br:1][C:2]1[CH:3]=[CH:4][C:5]2[N:9]=[C:8]([CH2:10][N:15]([CH3:16])[CH3:13])[NH:7][C:6]=2[CH:12]=1, predict the reactants needed to synthesize it. The reactants are: [Br:1][C:2]1[CH:3]=[CH:4][C:5]2[N:9]=[C:8]([CH2:10]Cl)[NH:7][C:6]=2[CH:12]=1.[CH2:13]([NH:15][CH2:16]C)C. (3) Given the product [C:23]1([C:29]2[S:34][C:33]3[CH:35]=[CH:36][CH:37]=[CH:38][C:32]=3[O:31][C:30]=2[C:39]2[CH:40]=[CH:41][C:42]([O:45][CH2:15][CH2:16][CH2:17][N:12]3[CH2:11][CH2:10][CH2:14][CH2:13]3)=[CH:43][CH:44]=2)[CH:24]=[CH:25][CH:26]=[CH:27][CH:28]=1, predict the reactants needed to synthesize it. The reactants are: C(=O)([O-])[O-].[K+].[K+].Br.BrC[CH2:10][CH2:11][N:12]1[CH2:17][CH2:16][CH2:15][CH2:14][CH2:13]1.CN(C=O)C.[C:23]1([C:29]2[S:34][C:33]3[CH:35]=[CH:36][CH:37]=[CH:38][C:32]=3[O:31][C:30]=2[C:39]2[CH:44]=[CH:43][C:42]([OH:45])=[CH:41][CH:40]=2)[CH:28]=[CH:27][CH:26]=[CH:25][CH:24]=1. (4) Given the product [Cl:16][C:17]1[CH:18]=[CH:19][C:20]([C:23]#[C:24][C:25]([N:10]2[CH2:9][CH:8]([CH2:11][CH:12]([CH3:14])[CH3:13])[NH:7][C:6](=[O:15])[CH:5]2[CH2:1][CH:2]([CH3:4])[CH3:3])=[O:26])=[CH:21][CH:22]=1, predict the reactants needed to synthesize it. The reactants are: [CH2:1]([C@@H:5]1[NH:10][CH2:9][C@H:8]([CH2:11][CH:12]([CH3:14])[CH3:13])[NH:7][C:6]1=[O:15])[CH:2]([CH3:4])[CH3:3].[Cl:16][C:17]1[CH:22]=[CH:21][C:20]([C:23]#[C:24][C:25](O)=[O:26])=[CH:19][CH:18]=1.C(C1N(C(=O)C#CC2C=CC=CC=2)CC(CC(C)C)NC1=O)C(C)C. (5) The reactants are: [C:1](#[N:14])[CH2:2][CH2:3]/[CH:4]=[CH:5]\[CH2:6][CH2:7][CH2:8][CH2:9]/[CH:10]=[CH:11]\[CH2:12][CH3:13].C1(C)C=CC(S(O)=O)=CC=1. Given the product [C:1](#[N:14])[CH2:2][CH2:3][CH:4]=[CH:5][CH2:6][CH2:7][CH2:8][CH2:9][CH:10]=[CH:11][CH2:12][CH3:13], predict the reactants needed to synthesize it. (6) Given the product [Cl:1][C:2]1[CH:25]=[C:24]([N:26]2[CH2:27][CH2:28][CH2:29][CH2:30]2)[CH:23]=[CH:22][C:3]=1[C:4]([N:6]1[C:12]2[CH:13]=[CH:14][CH:15]=[CH:16][C:11]=2[CH2:10][N:9]([CH2:17][C:18]([NH2:31])=[O:20])[C:8](=[O:21])[CH2:7]1)=[O:5], predict the reactants needed to synthesize it. The reactants are: [Cl:1][C:2]1[CH:25]=[C:24]([N:26]2[CH2:30][CH2:29][CH2:28][CH2:27]2)[CH:23]=[CH:22][C:3]=1[C:4]([N:6]1[C:12]2[CH:13]=[CH:14][CH:15]=[CH:16][C:11]=2[CH2:10][N:9]([CH2:17][C:18]([OH:20])=O)[C:8](=[O:21])[CH2:7]1)=[O:5].[NH3:31].